From a dataset of Reaction yield outcomes from USPTO patents with 853,638 reactions. Predict the reaction yield, written as a fraction of the theoretical maximum amount of product (1.0 means a 100% yield; for example, 0.34 means a 34% yield). (1) The reactants are Br[C:2]1[CH:3]=[C:4]([C:8]2([C:19]3[CH:24]=[CH:23][N:22]=[C:21]([C:25]([F:28])([F:27])[F:26])[CH:20]=3)[C:16]3[C:11](=[C:12]([F:17])[CH:13]=[CH:14][CH:15]=3)[C:10]([NH2:18])=[N:9]2)[CH:5]=[CH:6][CH:7]=1.[N:29]1[CH:34]=[C:33](B(O)O)[CH:32]=[N:31][CH:30]=1.C([O-])([O-])=O.[K+].[K+]. The catalyst is C1C=CC(P(C2C=CC=CC=2)[C-]2C=CC=C2)=CC=1.C1C=CC(P(C2C=CC=CC=2)[C-]2C=CC=C2)=CC=1.Cl[Pd]Cl.[Fe+2].C(Cl)Cl. The product is [F:17][C:12]1[CH:13]=[CH:14][CH:15]=[C:16]2[C:11]=1[C:10]([NH2:18])=[N:9][C:8]2([C:4]1[CH:5]=[CH:6][CH:7]=[C:2]([C:33]2[CH:34]=[N:29][CH:30]=[N:31][CH:32]=2)[CH:3]=1)[C:19]1[CH:24]=[CH:23][N:22]=[C:21]([C:25]([F:26])([F:28])[F:27])[CH:20]=1. The yield is 0.460. (2) The reactants are ClC1C=CC([O:6][C:7]2[C:16]3[C:11](=[CH:12][C:13]([O:19][CH2:20][CH2:21][CH2:22][N:23]4[CH2:28][CH2:27][S:26](=[O:30])(=[O:29])[CH2:25][CH2:24]4)=[C:14]([O:17][CH3:18])[CH:15]=3)[N:10]=[CH:9][N:8]=2)=C(F)C=1.C(=O)([O-])O.[Na+]. The catalyst is Cl.O. The product is [O:30]=[S:26]1(=[O:29])[CH2:25][CH2:24][N:23]([CH2:22][CH2:21][CH2:20][O:19][C:13]2[CH:12]=[C:11]3[C:16]([C:7](=[O:6])[NH:8][CH:9]=[N:10]3)=[CH:15][C:14]=2[O:17][CH3:18])[CH2:28][CH2:27]1. The yield is 0.870. (3) The reactants are [CH:1]12[CH2:7][CH:4]([CH:5]=[CH:6]1)[C:3](=[O:8])[NH:2]2.N1C=CC=CC=1.[C:15](Cl)(=[O:19])[CH2:16][CH2:17][CH3:18].O. The catalyst is C(#N)C. The product is [C:15]([N:2]1[C:3](=[O:8])[CH:4]2[CH2:7][CH:1]1[CH:6]=[CH:5]2)(=[O:19])[CH2:16][CH2:17][CH3:18]. The yield is 0.850.